Dataset: Forward reaction prediction with 1.9M reactions from USPTO patents (1976-2016). Task: Predict the product of the given reaction. (1) The product is: [OH:7][C:4]1[CH:5]=[CH:6][C:1]([O:8][C:10](=[O:11])[NH:9][CH2:12][CH3:13])=[CH:2][CH:3]=1. Given the reactants [C:1]1([OH:8])[CH:6]=[CH:5][C:4]([OH:7])=[CH:3][CH:2]=1.[N:9]([CH2:12][CH3:13])=[C:10]=[O:11].C(N(CC)CC)C, predict the reaction product. (2) Given the reactants [CH2:1]([N:8]1[C@@H:13]2[C@H:14]([C:16]([O:18]C(C)(C)C)=[O:17])[CH2:15][C@@:9]1([C:39]1[CH:44]=[CH:43][CH:42]=[CH:41][CH:40]=1)[C@H:10]([O:23][CH2:24][C:25]1[CH:30]=[C:29]([C:31]([F:34])([F:33])[F:32])[CH:28]=[C:27]([C:35]([F:38])([F:37])[F:36])[CH:26]=1)[CH2:11][CH2:12]2)[C:2]1[CH:7]=[CH:6][CH:5]=[CH:4][CH:3]=1.[F:45][C:46]([F:51])([F:50])[C:47]([OH:49])=[O:48], predict the reaction product. The product is: [F:45][C:46]([F:51])([F:50])[C:47]([OH:49])=[O:48].[CH2:1]([N:8]1[C@@H:13]2[C@H:14]([C:16]([OH:18])=[O:17])[CH2:15][C@@:9]1([C:39]1[CH:44]=[CH:43][CH:42]=[CH:41][CH:40]=1)[C@H:10]([O:23][CH2:24][C:25]1[CH:26]=[C:27]([C:35]([F:37])([F:38])[F:36])[CH:28]=[C:29]([C:31]([F:32])([F:33])[F:34])[CH:30]=1)[CH2:11][CH2:12]2)[C:2]1[CH:7]=[CH:6][CH:5]=[CH:4][CH:3]=1. (3) Given the reactants Cl[C:2]1[N:3]=[CH:4][C:5](/[CH:8]=[CH:9]/[C:10]([O:12][CH3:13])=[O:11])=[N:6][CH:7]=1.[CH2:14]([N:21]([CH3:26])[CH2:22][C@H:23]([NH2:25])[CH3:24])[C:15]1[CH:20]=[CH:19][CH:18]=[CH:17][CH:16]=1.CCN(CC)CC.C(=O)([O-])O.[Na+], predict the reaction product. The product is: [CH2:14]([N:21]([CH3:26])[CH2:22][C@H:23]([NH:25][C:2]1[N:3]=[CH:4][C:5](/[CH:8]=[CH:9]/[C:10]([O:12][CH3:13])=[O:11])=[N:6][CH:7]=1)[CH3:24])[C:15]1[CH:20]=[CH:19][CH:18]=[CH:17][CH:16]=1. (4) Given the reactants CN[C@@H]1CCCC[C@H]1NC.C(=O)([O-])[O-].[K+].[K+].[NH:17]1[CH:21]=[CH:20][C:19]([C:22]2[S:23][CH:24]=[CH:25][N:26]=2)=[N:18]1.I[CH:28]1[C:36]2[C:31](=[N:32][C:33]([CH3:37])=[CH:34][CH:35]=2)[N:30]([C:38]2[CH:43]=[CH:42][C:41]([O:44][CH3:45])=[CH:40][C:39]=2[CH3:46])[CH2:29]1, predict the reaction product. The product is: [CH3:37][C:33]1[N:32]=[C:31]2[N:30]([C:38]3[CH:43]=[CH:42][C:41]([O:44][CH3:45])=[CH:40][C:39]=3[CH3:46])[CH2:29][CH2:28][C:36]2=[C:35]([N:17]2[CH:21]=[CH:20][C:19]([C:22]3[S:23][CH:24]=[CH:25][N:26]=3)=[N:18]2)[CH:34]=1. (5) Given the reactants [CH2:1]([O:7][C:8]1[C:9](=[O:20])[O:10][C:11]2[C:18]([OH:19])=[CH:17][CH:16]=[CH:15][C:12]=2[C:13]=1[OH:14])[CH2:2][CH2:3][CH2:4][CH2:5][CH3:6].[C:21]([O:24][CH2:25][CH2:26][CH2:27]Br)(=[O:23])[CH3:22], predict the reaction product. The product is: [CH2:1]([O:7][C:8]1[C:9](=[O:20])[O:10][C:11]2[C:18]([O:19][CH2:27][CH2:26][CH2:25][O:24][C:21](=[O:23])[CH3:22])=[CH:17][CH:16]=[CH:15][C:12]=2[C:13]=1[OH:14])[CH2:2][CH2:3][CH2:4][CH2:5][CH3:6]. (6) Given the reactants C([O:4][CH2:5][CH2:6][C:7]([F:21])([F:20])[CH2:8][N:9]1[C:13](=[O:14])[C:12]2=[CH:15][CH:16]=[CH:17][CH:18]=[C:11]2[C:10]1=[O:19])(=O)C.CC(C[AlH]CC(C)C)C.[NH4+].[Cl-].[O-]S([O-])(=O)=O.[Mg+2], predict the reaction product. The product is: [F:21][C:7]([F:20])([CH2:6][CH2:5][OH:4])[CH2:8][N:9]1[C:13](=[O:14])[C:12]2=[CH:15][CH:16]=[CH:17][CH:18]=[C:11]2[C:10]1=[O:19].